From a dataset of Catalyst prediction with 721,799 reactions and 888 catalyst types from USPTO. Predict which catalyst facilitates the given reaction. (1) Reactant: [CH2:1]([O:8][C:9]1[CH:10]=[C:11]2[C:16](=[CH:17][CH:18]=1)[C:15](=[O:19])[N:14]([CH2:20][CH:21]([CH3:23])[CH3:22])[C:13]([C:24]([O:26][CH3:27])=[O:25])=[C:12]2[OH:28])[C:2]1[CH:7]=[CH:6][CH:5]=[CH:4][CH:3]=1.[H-].[Na+].C1C=CC(N([S:38]([C:41]([F:44])([F:43])[F:42])(=[O:40])=[O:39])[S:38]([C:41]([F:44])([F:43])[F:42])(=[O:40])=[O:39])=CC=1.O. Product: [CH2:1]([O:8][C:9]1[CH:10]=[C:11]2[C:16](=[CH:17][CH:18]=1)[C:15](=[O:19])[N:14]([CH2:20][CH:21]([CH3:23])[CH3:22])[C:13]([C:24]([O:26][CH3:27])=[O:25])=[C:12]2[O:28][S:38]([C:41]([F:44])([F:43])[F:42])(=[O:40])=[O:39])[C:2]1[CH:7]=[CH:6][CH:5]=[CH:4][CH:3]=1. The catalyst class is: 9. (2) Reactant: [CH:1](=O)[CH2:2][CH2:3][CH3:4].C(O)(=O)C.C[O:11][C:12](=[O:21])[C:13]1[CH:18]=[C:17]([F:19])[CH:16]=[CH:15][C:14]=1[NH2:20].C(O[BH-](OC(=O)C)OC(=O)C)(=O)C.[Na+]. Product: [CH2:1]([NH:20][C:14]1[CH:15]=[CH:16][C:17]([F:19])=[CH:18][C:13]=1[C:12]([OH:11])=[O:21])[CH2:2][CH2:3][CH3:4]. The catalyst class is: 26. (3) Reactant: [F:1][C:2]1[CH:3]=[C:4]2[C:12](=[CH:13][CH:14]=1)[NH:11][C:10]1[CH2:9][CH2:8][CH:7]([CH2:15]OS(C3C=CC(C)=CC=3)(=O)=O)[CH2:6][C:5]2=1.[C-:27]#[N:28].[Na+]. Product: [F:1][C:2]1[CH:3]=[C:4]2[C:12](=[CH:13][CH:14]=1)[NH:11][C:10]1[CH2:9][CH2:8][CH:7]([CH2:15][C:27]#[N:28])[CH2:6][C:5]2=1. The catalyst class is: 8. (4) Reactant: [Na+].[Br:2][C:3]1[CH:17]=[CH:16][C:6]([CH:7]=[N:8][CH:9]([CH:13]([CH3:15])[CH3:14])[C:10]([O-:12])=[O:11])=[CH:5][CH:4]=1.[C:18](Cl)(=[O:23])[CH2:19][CH2:20][CH2:21][CH3:22].C(OCC)(=O)C. Product: [Br:2][C:3]1[CH:4]=[CH:5][C:6]([CH:7]2[N:8]([C:18](=[O:23])[CH2:19][CH2:20][CH2:21][CH3:22])[CH:9]([CH:13]([CH3:15])[CH3:14])[C:10](=[O:12])[O:11]2)=[CH:16][CH:17]=1. The catalyst class is: 4.